Dataset: Catalyst prediction with 721,799 reactions and 888 catalyst types from USPTO. Task: Predict which catalyst facilitates the given reaction. (1) Reactant: [N+:1]([CH3:4])([O-:3])=[O:2].C[O-].[Na+].[Cl:8][C:9]1[CH:17]=[C:16]2[C:12](/[C:13](=[CH:19]/[CH2:20][C:21]([CH3:24])([CH3:23])[CH3:22])/[C:14](=[O:18])[NH:15]2)=[CH:11][CH:10]=1.C(O)(=O)C. Product: [Cl:8][C:9]1[CH:17]=[C:16]2[C:12]([CH:13]([CH:19]([CH2:4][N+:1]([O-:3])=[O:2])[CH2:20][C:21]([CH3:24])([CH3:23])[CH3:22])[C:14](=[O:18])[NH:15]2)=[CH:11][CH:10]=1. The catalyst class is: 5. (2) Reactant: [F:1][C:2]1[CH:7]=[CH:6][C:5]([C:8]2[O:12][C:11]([CH:13]3[CH2:18][CH2:17][N:16]([CH2:19][C:20]([O:22]C)=[O:21])[CH2:15][CH2:14]3)=[N:10][N:9]=2)=[CH:4][CH:3]=1.[OH-].[Na+:25].[ClH:26]. Product: [F:1][C:2]1[CH:3]=[CH:4][C:5]([C:8]2[O:12][C:11]([CH:13]3[CH2:14][CH2:15][N:16]([CH2:19][C:20]([OH:22])=[O:21])[CH2:17][CH2:18]3)=[N:10][N:9]=2)=[CH:6][CH:7]=1.[Na+:25].[Cl-:26]. The catalyst class is: 8. (3) Reactant: [Cl:1]N1C(=O)CCC1=O.[CH3:9][N:10]1[CH2:32][C:15]2=[C:16]3[C:20](=[CH:21][CH:22]=[C:14]2[O:13][CH2:12][CH2:11]1)[N:19]([S:23]([C:26]1[CH:31]=[CH:30][CH:29]=[CH:28][CH:27]=1)(=[O:25])=[O:24])[CH:18]=[CH:17]3. Product: [Cl:1][C:17]1[C:16]2[C:20](=[CH:21][CH:22]=[C:14]3[O:13][CH2:12][CH2:11][N:10]([CH3:9])[CH2:32][C:15]3=2)[N:19]([S:23]([C:26]2[CH:31]=[CH:30][CH:29]=[CH:28][CH:27]=2)(=[O:25])=[O:24])[CH:18]=1. The catalyst class is: 1. (4) Product: [OH:18][C:14]1[C:11]2[C:12]([CH3:13])=[C:8]([C:6]([OH:7])=[O:5])[O:9][C:10]=2[CH:17]=[CH:16][CH:15]=1. The catalyst class is: 137. Reactant: C([O:5][C:6]([C:8]1[O:9][C:10]2[CH:17]=[CH:16][CH:15]=[C:14]([OH:18])[C:11]=2[C:12]=1[CH3:13])=[O:7])(C)(C)C. (5) Reactant: CCN=C=NCCCN(C)C.[F:12][C:13]1[CH:14]=[C:15]([C@@H:20]([C:45]2[CH:50]=[CH:49][C:48]([S:51]([CH3:54])(=[O:53])=[O:52])=[CH:47][CH:46]=2)[CH2:21][CH2:22][N:23]2[CH2:28][CH2:27][CH:26]([CH2:29][CH2:30][S:31]([C:34]3[CH:44]=[CH:43][C:37]([O:38][CH2:39][C:40](O)=[O:41])=[CH:36][CH:35]=3)(=[O:33])=[O:32])[CH2:25][CH2:24]2)[CH:16]=[C:17]([F:19])[CH:18]=1.[CH3:55][S:56]([NH2:59])(=[O:58])=[O:57]. Product: [F:19][C:17]1[CH:16]=[C:15]([C@@H:20]([C:45]2[CH:50]=[CH:49][C:48]([S:51]([CH3:54])(=[O:53])=[O:52])=[CH:47][CH:46]=2)[CH2:21][CH2:22][N:23]2[CH2:28][CH2:27][CH:26]([CH2:29][CH2:30][S:31]([C:34]3[CH:44]=[CH:43][C:37]([O:38][CH2:39][C:40]([NH:59][S:56]([CH3:55])(=[O:58])=[O:57])=[O:41])=[CH:36][CH:35]=3)(=[O:33])=[O:32])[CH2:25][CH2:24]2)[CH:14]=[C:13]([F:12])[CH:18]=1. The catalyst class is: 4. (6) Reactant: [Cl:1][C:2]1[CH:7]=[CH:6][C:5]([C:8]([CH3:16])([CH3:15])[CH2:9][C:10]([O:12][CH2:13][CH3:14])=[O:11])=[CH:4][CH:3]=1.F[B-](F)(F)F.[O:22]=[N+:23]=[O:24].O. Product: [Cl:1][C:2]1[CH:3]=[CH:4][C:5]([C:8]([CH3:15])([CH3:16])[CH2:9][C:10]([O:12][CH2:13][CH3:14])=[O:11])=[CH:6][C:7]=1[N+:23]([O-:24])=[O:22]. The catalyst class is: 4. (7) Reactant: [NH2:1][C:2]1[C:3]([NH:12][CH2:13][C@@H:14]2[CH2:18][CH2:17][N:16]([C:19]([CH:21]3[CH2:23][CH2:22]3)=[O:20])[CH2:15]2)=[C:4]([CH:9]=[CH:10][CH:11]=1)[C:5]([NH:7][CH3:8])=[O:6].[O:24]1[C:28]2[CH:29]=[CH:30][C:31]([C:33]3[CH:40]=[CH:39][CH:38]=[CH:37][C:34]=3C=O)=[CH:32][C:27]=2[CH:26]=[CH:25]1.OOS([O-])=O.[K+].[CH3:47]N(C=O)C. Product: [O:24]1[C:28]2[CH:29]=[CH:30][C:31]([C:33]3[CH:34]=[CH:37][C:38]([C:47]4[N:12]([CH2:13][C@@H:14]5[CH2:18][CH2:17][N:16]([C:19]([CH:21]6[CH2:23][CH2:22]6)=[O:20])[CH2:15]5)[C:3]5[C:4]([C:5]([NH:7][CH3:8])=[O:6])=[CH:9][CH:10]=[CH:11][C:2]=5[N:1]=4)=[CH:39][CH:40]=3)=[CH:32][C:27]=2[CH:26]=[CH:25]1. The catalyst class is: 6. (8) Reactant: [Si]([O:8][CH:9]1[CH2:14][CH2:13][CH:12]([O:15][C:16]2[CH:21]=[CH:20][C:19]([S:22]([CH3:25])(=[O:24])=[O:23])=[CH:18][C:17]=2[C:26]2[C:35]3[C:30](=[CH:31][CH:32]=[CH:33][CH:34]=3)[C:29](=[O:36])[N:28]([CH3:37])[CH:27]=2)[CH2:11][CH2:10]1)(C(C)(C)C)(C)C.Cl.CO. Product: [OH:8][C@H:9]1[CH2:14][CH2:13][C@H:12]([O:15][C:16]2[CH:21]=[CH:20][C:19]([S:22]([CH3:25])(=[O:23])=[O:24])=[CH:18][C:17]=2[C:26]2[C:35]3[C:30](=[CH:31][CH:32]=[CH:33][CH:34]=3)[C:29](=[O:36])[N:28]([CH3:37])[CH:27]=2)[CH2:11][CH2:10]1. The catalyst class is: 100.